Dataset: Forward reaction prediction with 1.9M reactions from USPTO patents (1976-2016). Task: Predict the product of the given reaction. (1) Given the reactants [NH2:1][C:2]1[CH:11]=[CH:10][C:9]2[C:4](=[CH:5][CH:6]=[CH:7][C:8]=2[O:12][CH2:13][C:14]2[CH:23]=[CH:22][C:21]3[C:16](=[CH:17][CH:18]=[CH:19][CH:20]=3)[CH:15]=2)[CH:3]=1.C(N(CC)CC)C.C(=O)=O.[S:34](O[S:34]([C:37]([F:40])([F:39])[F:38])(=[O:36])=[O:35])([C:37]([F:40])([F:39])[F:38])(=[O:36])=[O:35], predict the reaction product. The product is: [CH:15]1[C:16]2[C:21](=[CH:20][CH:19]=[CH:18][CH:17]=2)[CH:22]=[CH:23][C:14]=1[CH2:13][O:12][C:8]1[CH:7]=[CH:6][CH:5]=[C:4]2[C:9]=1[CH:10]=[CH:11][C:2]([NH:1][S:34]([C:37]([F:40])([F:39])[F:38])(=[O:36])=[O:35])=[CH:3]2. (2) Given the reactants [F:1][C:2]1[CH:3]=[C:4]([C:8]([NH2:12])=[CH:9][C:10]=1[Br:11])[C:5](O)=O.OO.[OH-].[Na+].FC1C=C2C(=CC=1Br)NC(=O)NC2=O.NC(N)=O.O=P(Cl)(Cl)Cl.CCN(C(C)C)C(C)C.[Cl:49][C:50]1N=C(Cl)C2C(=CC(Br)=C(F)C=2)[N:51]=1.[NH:63]1[CH2:68][CH2:67][O:66][CH2:65][CH2:64]1, predict the reaction product. The product is: [Cl:49][C:50]1[N:51]=[C:5]([N:63]2[CH2:68][CH2:67][O:66][CH2:65][CH2:64]2)[C:4]2[C:8](=[CH:9][C:10]([Br:11])=[C:2]([F:1])[CH:3]=2)[N:12]=1. (3) Given the reactants [Cl:1][C:2]1[CH:3]=[C:4]([CH:25]=[CH:26][C:27]=1[O:28][CH3:29])[CH2:5][NH:6][C:7]1[C:12]([C:13]([NH:15][CH2:16][C:17]2[N:22]=[CH:21][CH:20]=[CH:19][N:18]=2)=[O:14])=[CH:11][N:10]=[C:9]([S:23][CH3:24])[N:8]=1.C1C=C(Cl)C=C(C(OO)=[O:38])C=1, predict the reaction product. The product is: [Cl:1][C:2]1[CH:3]=[C:4]([CH:25]=[CH:26][C:27]=1[O:28][CH3:29])[CH2:5][NH:6][C:7]1[C:12]([C:13]([NH:15][CH2:16][C:17]2[N:18]=[CH:19][CH:20]=[CH:21][N:22]=2)=[O:14])=[CH:11][N:10]=[C:9]([S:23]([CH3:24])=[O:38])[N:8]=1. (4) Given the reactants [Cl:1][C:2]1[CH:3]=[CH:4][C:5]([CH2:9][OH:10])=[C:6]([OH:8])[CH:7]=1.Br[CH2:12][CH2:13][C:14]1[CH:19]=[CH:18][CH:17]=[CH:16][CH:15]=1.C([O-])([O-])=O.[K+].[K+], predict the reaction product. The product is: [Cl:1][C:2]1[CH:3]=[CH:4][C:5]([CH2:9][OH:10])=[C:6]([O:8][CH:13]([C:14]2[CH:19]=[CH:18][CH:17]=[CH:16][CH:15]=2)[CH3:12])[CH:7]=1. (5) Given the reactants [CH2:1]([O:3][C:4](=[O:23])[C:5](=[CH:11][NH:12][C:13]([NH:15][C:16]1[CH:21]=[CH:20][C:19]([F:22])=[CH:18][CH:17]=1)=[O:14])[C:6](OCC)=[O:7])[CH3:2].CC[O-].[Na+], predict the reaction product. The product is: [CH2:1]([O:3][C:4]([C:5]1[C:6](=[O:7])[N:15]([C:16]2[CH:21]=[CH:20][C:19]([F:22])=[CH:18][CH:17]=2)[C:13](=[O:14])[NH:12][CH:11]=1)=[O:23])[CH3:2]. (6) The product is: [CH3:34][O:33][C:28]1[CH:29]=[CH:30][CH:31]=[CH:32][C:27]=1[C:24]1[CH:25]=[CH:26][C:21]([C:19]([N:10]2[C:11]3[CH:18]=[CH:17][CH:16]=[CH:15][C:12]=3[CH2:13][N:14]3[C:5]([C:3]([NH:53][CH2:43][C:40]4[CH:39]=[C:38]([CH3:37])[O:42][N:41]=4)=[O:4])=[CH:6][CH:7]=[C:8]3[CH2:9]2)=[O:20])=[CH:22][CH:23]=1. Given the reactants ClC(Cl)(Cl)[C:3]([C:5]1[N:14]2[C:8]([CH2:9][N:10]([C:19]([C:21]3[CH:26]=[CH:25][C:24]([C:27]4[CH:32]=[CH:31][CH:30]=[CH:29][C:28]=4[O:33][CH3:34])=[CH:23][CH:22]=3)=[O:20])[C:11]3[CH:18]=[CH:17][CH:16]=[CH:15][C:12]=3[CH2:13]2)=[CH:7][CH:6]=1)=[O:4].[CH3:37][C:38]1[O:42][N:41]=[C:40]([C:43](CN)=O)[CH:39]=1.CS(C)=O.C([N:53](CC)CC)C, predict the reaction product. (7) Given the reactants [Cl:1][C:2]1[CH:3]=[C:4]([OH:9])[CH:5]=[CH:6][C:7]=1[Cl:8].Cl[C:11]1[C:16]([CH3:17])=[CH:15][C:14]([N+:18]([O-:20])=[O:19])=[C:13]([CH3:21])[CH:12]=1.C(=O)([O-])[O-].[K+].[K+], predict the reaction product. The product is: [Cl:1][C:2]1[CH:3]=[C:4]([CH:5]=[CH:6][C:7]=1[Cl:8])[O:9][C:11]1[C:16]([CH3:17])=[CH:15][C:14]([N+:18]([O-:20])=[O:19])=[C:13]([CH3:21])[CH:12]=1.